This data is from Forward reaction prediction with 1.9M reactions from USPTO patents (1976-2016). The task is: Predict the product of the given reaction. (1) Given the reactants [C:1]([O:5][C:6]([N:8]1[CH2:13][CH2:12][CH:11]([C:14]2[N:19]=[C:18]([C:20](OC)=[O:21])[CH:17]=[CH:16][CH:15]=2)[CH2:10][CH2:9]1)=[O:7])([CH3:4])([CH3:3])[CH3:2].[H-].[H-].[H-].[H-].[Li+].[Al+3], predict the reaction product. The product is: [OH:21][CH2:20][C:18]1[N:19]=[C:14]([CH:11]2[CH2:10][CH2:9][N:8]([C:6]([O:5][C:1]([CH3:4])([CH3:3])[CH3:2])=[O:7])[CH2:13][CH2:12]2)[CH:15]=[CH:16][CH:17]=1. (2) Given the reactants Br[CH2:2][CH2:3][F:4].[NH:5]1[CH2:10][CH2:9][CH:8]([C:11]2[CH:16]=[CH:15][C:14]([N:17]3[CH:21]=[C:20]([C:22]4[C:30]5[C:25](=[CH:26][CH:27]=[CH:28][CH:29]=5)[NH:24][N:23]=4)[N:19]=[N:18]3)=[CH:13][CH:12]=2)[CH2:7][CH2:6]1.C([O-])(O)=O.[Na+], predict the reaction product. The product is: [F:4][CH2:3][CH2:2][N:5]1[CH2:10][CH2:9][CH:8]([C:11]2[CH:16]=[CH:15][C:14]([N:17]3[CH:21]=[C:20]([C:22]4[C:30]5[C:25](=[CH:26][CH:27]=[CH:28][CH:29]=5)[NH:24][N:23]=4)[N:19]=[N:18]3)=[CH:13][CH:12]=2)[CH2:7][CH2:6]1.